This data is from Reaction yield outcomes from USPTO patents with 853,638 reactions. The task is: Predict the reaction yield, written as a fraction of the theoretical maximum amount of product (1.0 means a 100% yield; for example, 0.34 means a 34% yield). (1) The reactants are Br[C:2]1[CH:3]=[C:4]([N:8]([CH2:23][CH:24]([O:29][Si](C(C)(C)C)(C)C)[C:25]([F:28])([F:27])[F:26])[CH2:9][C:10]2[CH:15]=[CH:14][CH:13]=[C:12]([O:16][C:17]([F:22])([F:21])[CH:18]([F:20])[F:19])[CH:11]=2)[CH:5]=[CH:6][CH:7]=1.C(=O)([O-])[O-].[Cs+].[Cs+].[Cl:43][C:44]1[CH:49]=[CH:48][C:47]([OH:50])=[CH:46][C:45]=1[CH2:51][CH3:52].C1(C(O)=O)C2C(=CC=CC=2)C=CC=1. The catalyst is CC(N(C)C)=O.C1(C)C=CC=CC=1. The product is [Cl:43][C:44]1[CH:49]=[CH:48][C:47]([O:50][C:2]2[CH:3]=[C:4]([N:8]([CH2:9][C:10]3[CH:15]=[CH:14][CH:13]=[C:12]([O:16][C:17]([F:22])([F:21])[CH:18]([F:19])[F:20])[CH:11]=3)[CH2:23][CH:24]([OH:29])[C:25]([F:27])([F:26])[F:28])[CH:5]=[CH:6][CH:7]=2)=[CH:46][C:45]=1[CH2:51][CH3:52]. The yield is 0.230. (2) The reactants are [Br:1][C:2]1[CH:28]=[CH:27][C:5]([CH2:6][NH:7][C:8]2[C:9]([NH2:26])=[CH:10][C:11]([O:14][CH2:15][C:16]3[CH:25]=[CH:24][C:23]4[C:18](=[CH:19][CH:20]=[CH:21][CH:22]=4)[N:17]=3)=[CH:12][CH:13]=2)=[CH:4][CH:3]=1.[C:29]1(=[O:39])[C@@H:37]2[C@@H:32]([CH2:33][CH2:34][CH2:35][CH2:36]2)[C:31](=O)[O:30]1.Cl. The catalyst is C(#N)C. The product is [Br:1][C:2]1[CH:28]=[CH:27][C:5]([CH2:6][N:7]2[C:8]3[CH:13]=[CH:12][C:11]([O:14][CH2:15][C:16]4[CH:25]=[CH:24][C:23]5[C:18](=[CH:19][CH:20]=[CH:21][CH:22]=5)[N:17]=4)=[CH:10][C:9]=3[N:26]=[C:31]2[C@H:32]2[CH2:33][CH2:34][CH2:35][CH2:36][C@H:37]2[C:29]([OH:39])=[O:30])=[CH:4][CH:3]=1. The yield is 0.440. (3) The reactants are Br[C:2]1[C:3]([NH:9][CH2:10][C:11]([O:13][CH2:14][CH3:15])=[O:12])=[N:4][CH:5]=[C:6]([Br:8])[N:7]=1.Cl.[CH3:17][O:18][C@H:19]1[CH2:24][CH2:23][C@H:22]([NH2:25])[CH2:21][CH2:20]1.CN1C(=O)CCC1.CCN(C(C)C)C(C)C. The catalyst is [Cl-].[Na+].O.C(OCC)(=O)C. The product is [Br:8][C:6]1[N:7]=[C:2]([NH:25][C@H:22]2[CH2:23][CH2:24][C@H:19]([O:18][CH3:17])[CH2:20][CH2:21]2)[C:3]([NH:9][CH2:10][C:11]([O:13][CH2:14][CH3:15])=[O:12])=[N:4][CH:5]=1. The yield is 0.410. (4) The reactants are [CH3:1][O:2][C:3]1[CH:4]=[C:5]2[C:10](=[CH:11][C:12]=1[O:13][CH2:14][CH2:15][O:16][CH3:17])[N:9]=[CH:8][N:7]=[C:6]2[S:18][C:19]1[CH:20]=[C:21]([CH:23]=[CH:24][CH:25]=1)[NH2:22].[C:26]([C:28]([C:31]1[CH:32]=[C:33]([NH:37][C:38](=O)[O:39]C2C=CC=CC=2)[CH:34]=[CH:35][CH:36]=1)([CH3:30])[CH3:29])#[N:27]. The catalyst is C1COCC1.CN(C1C=CN=CC=1)C. The product is [C:26]([C:28]([C:31]1[CH:32]=[C:33]([NH:37][C:38]([NH:22][C:21]2[CH:23]=[CH:24][CH:25]=[C:19]([S:18][C:6]3[C:5]4[C:10](=[CH:11][C:12]([O:13][CH2:14][CH2:15][O:16][CH3:17])=[C:3]([O:2][CH3:1])[CH:4]=4)[N:9]=[CH:8][N:7]=3)[CH:20]=2)=[O:39])[CH:34]=[CH:35][CH:36]=1)([CH3:30])[CH3:29])#[N:27]. The yield is 0.230. (5) The reactants are [C:1]([O:5][C:6](=[O:31])[CH2:7][O:8][C:9]1[CH:14]=[CH:13][C:12]([Cl:15])=[CH:11][C:10]=1[C:16]#[C:17][C:18]1[CH:23]=[C:22]([S:24]([CH2:27][CH2:28]C)(=[O:26])=[O:25])[CH:21]=[CH:20][C:19]=1[F:30])([CH3:4])([CH3:3])[CH3:2].[C:32]([O:36]C(=O)COC1C=CC(Cl)=CC=1C#C)(C)(C)C.BrC1C=C(S(CCOC)(=O)=O)C=CC=1F. No catalyst specified. The product is [C:1]([O:5][C:6](=[O:31])[CH2:7][O:8][C:9]1[CH:14]=[CH:13][C:12]([Cl:15])=[CH:11][C:10]=1[C:16]#[C:17][C:18]1[CH:23]=[C:22]([S:24]([CH2:27][CH2:28][O:36][CH3:32])(=[O:26])=[O:25])[CH:21]=[CH:20][C:19]=1[F:30])([CH3:3])([CH3:2])[CH3:4]. The yield is 0.800. (6) The reactants are [F:1][C:2]1[CH:7]=[CH:6][C:5]([C:8]([C:11]2[CH:16]=[C:15]([O:17][C:18]([F:23])([F:22])[CH:19]([F:21])[F:20])[CH:14]=[C:13]([F:24])[CH:12]=2)=[N:9]O)=[CH:4][C:3]=1[O:25][CH:26]([CH3:28])[CH3:27].C([O-])(=O)C.[NH4+]. The catalyst is CCO.[NH4+].[OH-].[Zn]. The product is [F:1][C:2]1[CH:7]=[CH:6][C:5]([CH:8]([C:11]2[CH:16]=[C:15]([O:17][C:18]([F:22])([F:23])[CH:19]([F:21])[F:20])[CH:14]=[C:13]([F:24])[CH:12]=2)[NH2:9])=[CH:4][C:3]=1[O:25][CH:26]([CH3:28])[CH3:27]. The yield is 0.830. (7) The reactants are CN1CCOCC1.[OH:8][C:9]1[CH:35]=[CH:34][C:12]([O:13][C:14]2[CH:19]=[CH:18][C:17]([CH2:20][C:21]([NH:23][C:24]3[CH:33]=[CH:32][CH:31]=[CH:30][C:25]=3[C:26]([O:28][CH3:29])=[O:27])=[O:22])=[CH:16][CH:15]=2)=[CH:11][CH:10]=1.[C:36]1(P([C:36]2[CH:41]=[CH:40][CH:39]=[CH:38][CH:37]=2)[C:36]2[CH:41]=[CH:40][CH:39]=[CH:38][CH:37]=2)[CH:41]=[CH:40][CH:39]=[CH:38][CH:37]=1.C1(O)CCCCC1.N(C(OCC)=O)=NC(OCC)=O. No catalyst specified. The product is [CH:36]1([O:8][C:9]2[CH:10]=[CH:11][C:12]([O:13][C:14]3[CH:15]=[CH:16][C:17]([CH2:20][C:21]([NH:23][C:24]4[CH:33]=[CH:32][CH:31]=[CH:30][C:25]=4[C:26]([O:28][CH3:29])=[O:27])=[O:22])=[CH:18][CH:19]=3)=[CH:34][CH:35]=2)[CH2:41][CH2:40][CH2:39][CH2:38][CH2:37]1. The yield is 0.810. (8) The reactants are [C:1]([OH:15])(=O)[CH2:2][CH2:3][NH:4][C:5](=[O:13])[C@H:6]([C:8]([CH2:11][OH:12])([CH3:10])[CH3:9])[OH:7].[Na].ON1C(=O)CCC1=O.C1(N=C=NC2CCCCC2)CCCCC1.[CH3:40][C:41]([CH3:53])([CH2:45][O:46][CH:47]1[CH2:52][CH2:51][CH2:50][CH2:49][O:48]1)[CH2:42][CH2:43][NH2:44]. The catalyst is CN(C=O)C.ClCCl. The product is [CH3:40][C:41]([CH3:53])([CH2:45][O:46][CH:47]1[CH2:52][CH2:51][CH2:50][CH2:49][O:48]1)[CH2:42][CH2:43][NH:44][C:1]([CH2:2][CH2:3][NH:4][C:5](=[O:13])[CH:6]([OH:7])[C:8]([CH3:9])([CH3:10])[CH2:11][OH:12])=[O:15]. The yield is 0.538.